Task: Regression. Given a peptide amino acid sequence and an MHC pseudo amino acid sequence, predict their binding affinity value. This is MHC class II binding data.. Dataset: Peptide-MHC class II binding affinity with 134,281 pairs from IEDB (1) The peptide sequence is GIFLSVAAGNEAENA. The MHC is DRB3_0101 with pseudo-sequence DRB3_0101. The binding affinity (normalized) is 0.146. (2) The peptide sequence is CSIVGWPAIRERMRRT. The MHC is HLA-DQA10501-DQB10301 with pseudo-sequence HLA-DQA10501-DQB10301. The binding affinity (normalized) is 0.300. (3) The peptide sequence is MFIRNCARKVFNDIK. The MHC is DRB1_0404 with pseudo-sequence DRB1_0404. The binding affinity (normalized) is 0.450. (4) The peptide sequence is RREVHIYYLEKANKI. The MHC is DRB1_1101 with pseudo-sequence DRB1_1101. The binding affinity (normalized) is 0.578. (5) The peptide sequence is VFVIREPFISCSHLE. The MHC is DRB1_0901 with pseudo-sequence DRB1_0901. The binding affinity (normalized) is 0.268.